From a dataset of Full USPTO retrosynthesis dataset with 1.9M reactions from patents (1976-2016). Predict the reactants needed to synthesize the given product. (1) Given the product [F:22][C:20]1[CH:19]=[N:18][C:17]([O:23][C:24]2[CH:29]=[CH:28][CH:27]=[C:26]([S:30][CH3:31])[CH:25]=2)=[C:16]([CH:21]=1)[C:15]([NH:14][C@H:11]1[CH2:12][CH2:13][C@@H:8]([N:7]2[CH2:33][CH2:2][CH2:3][CH2:4][C:5]2=[O:6])[CH2:9][CH2:10]1)=[O:32], predict the reactants needed to synthesize it. The reactants are: Cl[CH:2]([CH3:33])[CH2:3][CH2:4][C:5]([NH:7][C@@H:8]1[CH2:13][CH2:12][C@H:11]([NH:14][C:15](=[O:32])[C:16]2[CH:21]=[C:20]([F:22])[CH:19]=[N:18][C:17]=2[O:23][C:24]2[CH:29]=[CH:28][CH:27]=[C:26]([S:30][CH3:31])[CH:25]=2)[CH2:10][CH2:9]1)=[O:6].[H-].[Na+]. (2) Given the product [F:19][CH:2]([F:1])[C:3]1[C:11]2[CH2:10][CH2:9][CH:8]3[CH2:12][CH:7]3[C:6]=2[N:5]([CH2:13][C:14]([OH:16])=[O:15])[N:4]=1, predict the reactants needed to synthesize it. The reactants are: [F:1][CH:2]([F:19])[C:3]1[C:11]2[CH2:10][CH2:9][CH:8]3[CH2:12][CH:7]3[C:6]=2[N:5]([CH2:13][C:14]([O:16]CC)=[O:15])[N:4]=1.O[Li].O.Cl. (3) Given the product [C:1]([O:5][C:6]([N:8]1[CH2:13][CH2:12][N:11]([C:14](=[O:31])[S:15][CH2:16][C:17]2[CH:18]=[CH:19][C:20]([OH:23])=[CH:21][CH:22]=2)[CH2:10][CH2:9]1)=[O:7])([CH3:4])([CH3:2])[CH3:3], predict the reactants needed to synthesize it. The reactants are: [C:1]([O:5][C:6]([N:8]1[CH2:13][CH2:12][N:11]([C:14](=[O:31])[S:15][CH2:16][C:17]2[CH:22]=[CH:21][C:20]([O:23][Si](C(C)(C)C)(C)C)=[CH:19][CH:18]=2)[CH2:10][CH2:9]1)=[O:7])([CH3:4])([CH3:3])[CH3:2].CCCC[N+](CCCC)(CCCC)CCCC.[F-].